From a dataset of Catalyst prediction with 721,799 reactions and 888 catalyst types from USPTO. Predict which catalyst facilitates the given reaction. (1) Reactant: [CH:1]([NH:4][C:5]1[O:6][C:7]([C:10]2[CH:11]=[C:12]3[C:16](=[CH:17][CH:18]=2)[N:15]([S:19]([C:22]2[CH:28]=[CH:27][C:25]([CH3:26])=[CH:24][CH:23]=2)(=[O:21])=[O:20])[CH:14]=[C:13]3B2OC(C)(C)C(C)(C)O2)=[N:8][N:9]=1)([CH3:3])[CH3:2].Cl[C:39]1[CH:44]=[N:43][CH:42]=[C:41]([CH:45]2[CH2:47][CH2:46]2)[N:40]=1.C1(P(C2CCCCC2)C2C=CC=CC=2C2C(C(C)C)=CC(C(C)C)=CC=2C(C)C)CCCCC1.[O-]P([O-])([O-])=O.[K+].[K+].[K+]. Product: [CH:45]1([C:41]2[N:40]=[C:39]([C:13]3[C:12]4[C:16](=[CH:17][CH:18]=[C:10]([C:7]5[O:6][C:5]([NH:4][CH:1]([CH3:3])[CH3:2])=[N:9][N:8]=5)[CH:11]=4)[N:15]([S:19]([C:22]4[CH:28]=[CH:27][C:25]([CH3:26])=[CH:24][CH:23]=4)(=[O:20])=[O:21])[CH:14]=3)[CH:44]=[N:43][CH:42]=2)[CH2:47][CH2:46]1. The catalyst class is: 110. (2) Reactant: [NH2:1][C:2]1[N:6]([CH3:7])[N:5]=[CH:4][C:3]=1[NH:8][C:9](=[O:35])[C@@H:10]([NH:22][C:23](=[O:34])[CH2:24][CH2:25][NH:26][C:27]([O:29][C:30]([CH3:33])([CH3:32])[CH3:31])=[O:28])[CH2:11][CH2:12][CH2:13][NH:14][C:15](=[O:21])[O:16][C:17]([CH3:20])([CH3:19])[CH3:18].C(N(CC)CC)C.[C:43]1([C:49](Cl)([C:56]2[CH:61]=[CH:60][CH:59]=[CH:58][CH:57]=2)[C:50]2[CH:55]=[CH:54][CH:53]=[CH:52][CH:51]=2)[CH:48]=[CH:47][CH:46]=[CH:45][CH:44]=1. Product: [C:30]([O:29][C:27]([NH:26][CH2:25][CH2:24][C:23]([NH:22][C@H:10]([C:9]([NH:8][C:3]1[CH:4]=[N:5][N:6]([CH3:7])[C:2]=1[NH:1][C:49]([C:43]1[CH:48]=[CH:47][CH:46]=[CH:45][CH:44]=1)([C:56]1[CH:57]=[CH:58][CH:59]=[CH:60][CH:61]=1)[C:50]1[CH:51]=[CH:52][CH:53]=[CH:54][CH:55]=1)=[O:35])[CH2:11][CH2:12][CH2:13][NH:14][C:15](=[O:21])[O:16][C:17]([CH3:19])([CH3:18])[CH3:20])=[O:34])=[O:28])([CH3:33])([CH3:32])[CH3:31]. The catalyst class is: 22.